The task is: Predict the reaction yield, written as a fraction of the theoretical maximum amount of product (1.0 means a 100% yield; for example, 0.34 means a 34% yield).. This data is from Reaction yield outcomes from USPTO patents with 853,638 reactions. (1) The reactants are Br[C:2]1[C:3]([F:19])=[CH:4][C:5]2[O:11][CH2:10][CH2:9][N:8]3[CH:12]=[C:13]([C:15]([NH2:17])=[O:16])[N:14]=[C:7]3[C:6]=2[CH:18]=1.[F:20][C:21]1([F:32])[CH2:24][N:23]([C:25](=[O:31])[C:26]([OH:30])([CH3:29])[C:27]#[CH:28])[CH2:22]1. No catalyst specified. The product is [F:32][C:21]1([F:20])[CH2:24][N:23]([C:25](=[O:31])[C:26]([OH:30])([CH3:29])[C:27]#[C:28][C:2]2[C:3]([F:19])=[CH:4][C:5]3[O:11][CH2:10][CH2:9][N:8]4[CH:12]=[C:13]([C:15]([NH2:17])=[O:16])[N:14]=[C:7]4[C:6]=3[CH:18]=2)[CH2:22]1. The yield is 0.0500. (2) The reactants are [C:1]([C:3]1[CH:4]=[C:5](B(O)O)[CH:6]=[CH:7][CH:8]=1)#[N:2].I[C:13]1[C:21]2[C:16](=[N:17][CH:18]=[N:19][C:20]=2[NH2:22])[N:15]([CH:23]([CH3:25])[CH3:24])[N:14]=1.C([O-])([O-])=O.[Na+].[Na+]. The catalyst is CCO.COCCOC.C1C=CC([P]([Pd]([P](C2C=CC=CC=2)(C2C=CC=CC=2)C2C=CC=CC=2)([P](C2C=CC=CC=2)(C2C=CC=CC=2)C2C=CC=CC=2)[P](C2C=CC=CC=2)(C2C=CC=CC=2)C2C=CC=CC=2)(C2C=CC=CC=2)C2C=CC=CC=2)=CC=1. The product is [NH2:22][C:20]1[N:19]=[CH:18][N:17]=[C:16]2[N:15]([CH:23]([CH3:25])[CH3:24])[N:14]=[C:13]([C:7]3[CH:8]=[C:3]([CH:4]=[CH:5][CH:6]=3)[C:1]#[N:2])[C:21]=12. The yield is 0.410. (3) The reactants are [F:1][C:2]1[CH:7]=[CH:6][CH:5]=[CH:4][C:3]=1[CH:8]=[CH:9][C:10]([NH:12][CH:13]([C:15]1[CH:24]=[C:23]2[C:18]([CH2:19][CH2:20][CH2:21][NH:22]2)=[CH:17][CH:16]=1)[CH3:14])=[O:11].[BH4-].[Na+].[CH3:27]O. The catalyst is C(O)=O. The product is [F:1][C:2]1[CH:7]=[CH:6][CH:5]=[CH:4][C:3]=1[CH:8]=[CH:9][C:10]([NH:12][CH:13]([C:15]1[CH:24]=[C:23]2[C:18]([CH2:19][CH2:20][CH2:21][N:22]2[CH3:27])=[CH:17][CH:16]=1)[CH3:14])=[O:11]. The yield is 0.910. (4) The reactants are [CH3:1][O:2][C:3]1[CH:12]=[CH:11][C:6]([C:7]([O:9]C)=O)=[CH:5][CH:4]=1.C[O-].[Na+].Cl.[C:17](#[N:19])[CH3:18]. The catalyst is CS(C)=O.O. The product is [CH3:1][O:2][C:3]1[CH:4]=[CH:5][C:6]([C:7]([CH2:18][C:17]#[N:19])=[O:9])=[CH:11][CH:12]=1. The yield is 0.827. (5) The reactants are O.[OH-].[Li+].[OH:4][C:5]1([C:24]2[CH:34]=[CH:33][C:27]([O:28][CH2:29][C:30]([O-:32])=[O:31])=[CH:26][CH:25]=2)[CH2:10][CH2:9][N:8]([C:11]2[CH:12]=[CH:13][C:14]3[N:15]([C:17]([C:20]([F:23])([F:22])[F:21])=[N:18][N:19]=3)[N:16]=2)[CH2:7][CH2:6]1.O.CO. The catalyst is C1COCC1. The product is [OH:4][C:5]1([C:24]2[CH:34]=[CH:33][C:27]([O:28][CH2:29][C:30]([OH:32])=[O:31])=[CH:26][CH:25]=2)[CH2:6][CH2:7][N:8]([C:11]2[CH:12]=[CH:13][C:14]3[N:15]([C:17]([C:20]([F:23])([F:22])[F:21])=[N:18][N:19]=3)[N:16]=2)[CH2:9][CH2:10]1. The yield is 0.810. (6) The reactants are [Si]([O:8][CH2:9][C:10]12[CH2:15][C:14]1([NH:16]C(=O)OC(C)(C)C)[CH2:13][N:12]([C:24]1[C:29]([F:30])=[CH:28][N:27]=[C:26]([Cl:31])[N:25]=1)[CH2:11]2)(C(C)(C)C)(C)C.C(O)(C(F)(F)F)=O. The catalyst is C(Cl)Cl. The product is [NH2:16][C:14]12[CH2:15][C:10]1([CH2:9][OH:8])[CH2:11][N:12]([C:24]1[C:29]([F:30])=[CH:28][N:27]=[C:26]([Cl:31])[N:25]=1)[CH2:13]2. The yield is 0.300. (7) The reactants are [F:1][C:2]1[CH:3]=[C:4]([CH:8]([O:15][C:16]2[CH:17]=[C:18]3[C:22](=[CH:23][CH:24]=2)[N:21]([C:25]2[CH:30]=[CH:29][C:28]([F:31])=[CH:27][CH:26]=2)[N:20]=[CH:19]3)[C@H:9]([CH2:11][CH:12]([CH3:14])[CH3:13])[NH2:10])[CH:5]=[CH:6][CH:7]=1.C(N(CC)CC)C.[CH3:39][O:40][CH2:41][C:42](Cl)=[O:43]. The catalyst is ClCCl. The product is [F:1][C:2]1[CH:3]=[C:4]([C@H:8]([O:15][C:16]2[CH:17]=[C:18]3[C:22](=[CH:23][CH:24]=2)[N:21]([C:25]2[CH:26]=[CH:27][C:28]([F:31])=[CH:29][CH:30]=2)[N:20]=[CH:19]3)[C@@H:9]([NH:10][C:42](=[O:43])[CH2:41][O:40][CH3:39])[CH2:11][CH:12]([CH3:14])[CH3:13])[CH:5]=[CH:6][CH:7]=1. The yield is 0.680.